This data is from Full USPTO retrosynthesis dataset with 1.9M reactions from patents (1976-2016). The task is: Predict the reactants needed to synthesize the given product. Given the product [CH3:23][N:24]([CH3:30])[C@@H:25]1[CH2:29][CH2:28][N:27]([CH2:2][C:3]2[CH:8]=[CH:7][C:6]([N+:9]([O-:11])=[O:10])=[CH:5][C:4]=2[C:12]([F:15])([F:14])[F:13])[CH2:26]1, predict the reactants needed to synthesize it. The reactants are: Br[CH2:2][C:3]1[CH:8]=[CH:7][C:6]([N+:9]([O-:11])=[O:10])=[CH:5][C:4]=1[C:12]([F:15])([F:14])[F:13].CCN(CC)CC.[CH3:23][N:24]([CH3:30])[C@@H:25]1[CH2:29][CH2:28][NH:27][CH2:26]1.